From a dataset of Full USPTO retrosynthesis dataset with 1.9M reactions from patents (1976-2016). Predict the reactants needed to synthesize the given product. (1) Given the product [CH3:10][C:3]1[CH:4]=[C:5]([CH:8]=[CH:9][C:2]=1[O:1][CH2:24][CH2:23][C:13]1[N:14]=[C:15]([C:17]2[CH:22]=[CH:21][CH:20]=[CH:19][CH:18]=2)[O:16][C:12]=1[CH3:11])[CH:6]=[O:7], predict the reactants needed to synthesize it. The reactants are: [OH:1][C:2]1[CH:9]=[CH:8][C:5]([CH:6]=[O:7])=[CH:4][C:3]=1[CH3:10].[CH3:11][C:12]1[O:16][C:15]([C:17]2[CH:22]=[CH:21][CH:20]=[CH:19][CH:18]=2)=[N:14][C:13]=1[CH2:23][CH2:24]OS(C)(=O)=O.[OH-].[K+]. (2) Given the product [Cl:11][C:9]1[CH:8]=[CH:7][C:3]([C:4]([NH2:6])=[O:5])=[C:2]([O:12][CH2:13][CH3:14])[N:10]=1, predict the reactants needed to synthesize it. The reactants are: Cl[C:2]1[N:10]=[C:9]([Cl:11])[CH:8]=[CH:7][C:3]=1[C:4]([NH2:6])=[O:5].[O-:12][CH2:13][CH3:14].[Na+].C(O)C. (3) The reactants are: [C:1]1([C:7]2([C:11]([OH:13])=[O:12])[CH2:10][CH2:9][CH2:8]2)[CH:6]=[CH:5][CH:4]=[CH:3][CH:2]=1. Given the product [CH:1]1([C:7]2([C:11]([OH:13])=[O:12])[CH2:10][CH2:9][CH2:8]2)[CH2:2][CH2:3][CH2:4][CH2:5][CH2:6]1, predict the reactants needed to synthesize it. (4) Given the product [S:22]([OH:25])([OH:24])(=[O:23])=[O:21].[O:1]1[CH2:6][CH2:5][CH2:4][CH2:3][N:2]1[C:7]1[N:12]=[C:11]([NH:13][CH2:14][CH2:15][CH3:16])[N:10]=[C:9]([NH:17][CH2:18][CH2:19][CH3:20])[N:8]=1, predict the reactants needed to synthesize it. The reactants are: [O:1]1[CH2:6][CH2:5][CH2:4][CH2:3][N:2]1[C:7]1[N:12]=[C:11]([NH:13][CH2:14][CH2:15][CH3:16])[N:10]=[C:9]([NH:17][CH2:18][CH2:19][CH3:20])[N:8]=1.[OH:21][S:22]([OH:25])(=[O:24])=[O:23].